From a dataset of Catalyst prediction with 721,799 reactions and 888 catalyst types from USPTO. Predict which catalyst facilitates the given reaction. (1) Reactant: [F:1][CH:2]([F:33])[C:3]1[C:11]2[C:6](=[CH:7][C:8]([C:12]([F:15])([F:14])[F:13])=[CH:9][CH:10]=2)[N:5]([S:16]([C:19]2[CH:24]=[CH:23][C:22]([O:25][CH3:26])=[C:21]([N:27]3[CH2:32][CH2:31][NH:30][CH2:29][CH2:28]3)[CH:20]=2)(=[O:18])=[O:17])[CH:4]=1.[C:34]([BH3-])#N.[Na+].C=O. Product: [F:33][CH:2]([F:1])[C:3]1[C:11]2[C:6](=[CH:7][C:8]([C:12]([F:13])([F:14])[F:15])=[CH:9][CH:10]=2)[N:5]([S:16]([C:19]2[CH:24]=[CH:23][C:22]([O:25][CH3:26])=[C:21]([N:27]3[CH2:28][CH2:29][N:30]([CH3:34])[CH2:31][CH2:32]3)[CH:20]=2)(=[O:18])=[O:17])[CH:4]=1. The catalyst class is: 5. (2) Reactant: C(N(CC)CC)C.C(O)=O.[Cl:11][C:12]1[CH:19]=[CH:18][C:15]([CH:16]=O)=[CH:14][CH:13]=1.[CH3:20][C:21]1(C)[O:28]C(=O)CC(=O)[O:22]1.Cl. The catalyst class is: 3. Product: [Cl:11][C:12]1[CH:19]=[CH:18][C:15]([CH2:16][CH2:20][C:21]([OH:28])=[O:22])=[CH:14][CH:13]=1.